Dataset: Full USPTO retrosynthesis dataset with 1.9M reactions from patents (1976-2016). Task: Predict the reactants needed to synthesize the given product. The reactants are: I[C:2]1[CH:11]=[C:10]2[C:5]([CH:6]=[C:7]([C:18]3[CH:19]=[CH:20][C:21]4[O:26][CH2:25][C:24](=[O:27])[NH:23][C:22]=4[CH:28]=3)[CH:8]([C:12]3[CH:17]=[CH:16][CH:15]=[CH:14][CH:13]=3)[O:9]2)=[CH:4][CH:3]=1.[CH3:29][O:30][CH2:31][CH2:32][NH2:33]. Given the product [CH3:29][O:30][CH2:31][CH2:32][NH:33][C:2]1[CH:11]=[C:10]2[C:5]([CH:6]=[C:7]([C:18]3[CH:19]=[CH:20][C:21]4[O:26][CH2:25][C:24](=[O:27])[NH:23][C:22]=4[CH:28]=3)[CH:8]([C:12]3[CH:17]=[CH:16][CH:15]=[CH:14][CH:13]=3)[O:9]2)=[CH:4][CH:3]=1, predict the reactants needed to synthesize it.